From a dataset of Catalyst prediction with 721,799 reactions and 888 catalyst types from USPTO. Predict which catalyst facilitates the given reaction. (1) Reactant: [NH2:1][C:2]1[C:10]([O:11][C:12]2[CH:17]=[CH:16][C:15]([CH2:18][C:19]([O:21]C)=[O:20])=[CH:14][C:13]=2[Cl:23])=[CH:9][CH:8]=[C:7]2[C:3]=1[CH2:4][C:5](=[O:24])[NH:6]2.[Cl:25][C:26]1[CH:31]=[C:30]([Cl:32])[CH:29]=[CH:28][C:27]=1[S:33](Cl)(=[O:35])=[O:34]. Product: [Cl:23][C:13]1[CH:14]=[C:15]([CH2:18][C:19]([OH:21])=[O:20])[CH:16]=[CH:17][C:12]=1[O:11][C:10]1[C:2]([NH:1][S:33]([C:27]2[CH:28]=[CH:29][C:30]([Cl:32])=[CH:31][C:26]=2[Cl:25])(=[O:35])=[O:34])=[C:3]2[C:7](=[CH:8][CH:9]=1)[NH:6][C:5](=[O:24])[CH2:4]2. The catalyst class is: 17. (2) Reactant: [CH2:1]([C:5]1[O:9][N:8]=[C:7]([C:10]([O:12][CH3:13])=[O:11])[CH:6]=1)[CH:2]([CH3:4])[CH3:3].[I:14]N1C(=O)CCC1=O. Product: [I:14][C:6]1[C:7]([C:10]([O:12][CH3:13])=[O:11])=[N:8][O:9][C:5]=1[CH2:1][CH:2]([CH3:4])[CH3:3]. The catalyst class is: 67. (3) Reactant: [C:1]([C:3]1[CH:8]=[CH:7][C:6]([NH:9][CH:10]([C:14]2[CH:19]=[C:18]([O:20][CH3:21])[CH:17]=[C:16]([O:22][Si:23]([CH:30]([CH3:32])[CH3:31])([CH:27]([CH3:29])[CH3:28])[CH:24]([CH3:26])[CH3:25])[C:15]=2[F:33])[C:11]([NH2:13])=[S:12])=[CH:5][CH:4]=1)#[N:2].F[B-](F)(F)F.[C:39](=O)([O-])O.[Na+].C(OCC)(=O)C. Product: [CH3:39][S:12][C:11](=[NH:13])[CH:10]([NH:9][C:6]1[CH:7]=[CH:8][C:3]([C:1]#[N:2])=[CH:4][CH:5]=1)[C:14]1[CH:19]=[C:18]([O:20][CH3:21])[CH:17]=[C:16]([O:22][Si:23]([CH:27]([CH3:29])[CH3:28])([CH:30]([CH3:32])[CH3:31])[CH:24]([CH3:26])[CH3:25])[C:15]=1[F:33]. The catalyst class is: 10. (4) Reactant: [CH3:1][NH:2][CH2:3][CH2:4][C:5]1[CH:10]=[CH:9][CH:8]=[CH:7][CH:6]=1.CCN(C(C)C)C(C)C.Br[C:21]1[N:26]=[C:25](/[CH:27]=[C:28]2/[C:29](=[O:34])[NH:30][C:31](=[O:33])[S:32]/2)[CH:24]=[CH:23][CH:22]=1. Product: [CH3:1][N:2]([CH2:3][CH2:4][C:5]1[CH:10]=[CH:9][CH:8]=[CH:7][CH:6]=1)[C:21]1[N:26]=[C:25](/[CH:27]=[C:28]2/[C:29](=[O:34])[NH:30][C:31](=[O:33])[S:32]/2)[CH:24]=[CH:23][CH:22]=1. The catalyst class is: 16.